From a dataset of Catalyst prediction with 721,799 reactions and 888 catalyst types from USPTO. Predict which catalyst facilitates the given reaction. (1) Reactant: [NH2:1][C:2]([CH3:27])([CH3:26])[CH2:3][NH:4][C:5]1[C:14]2[C:9](=[CH:10][C:11]([O:15][CH2:16][C:17]3[CH:22]=[CH:21][CH:20]=[CH:19][CH:18]=3)=[CH:12][CH:13]=2)[N:8]=[CH:7][C:6]=1[N+:23]([O-:25])=[O:24].[OH-].[Na+].[C:30](O[C:30]([O:32][C:33]([CH3:36])([CH3:35])[CH3:34])=[O:31])([O:32][C:33]([CH3:36])([CH3:35])[CH3:34])=[O:31]. Product: [C:33]([O:32][C:30](=[O:31])[NH:1][C:2]([CH3:27])([CH3:26])[CH2:3][NH:4][C:5]1[C:14]2[C:9](=[CH:10][C:11]([O:15][CH2:16][C:17]3[CH:22]=[CH:21][CH:20]=[CH:19][CH:18]=3)=[CH:12][CH:13]=2)[N:8]=[CH:7][C:6]=1[N+:23]([O-:25])=[O:24])([CH3:36])([CH3:35])[CH3:34]. The catalyst class is: 1. (2) Reactant: [CH3:1][O:2][C:3](=[O:33])[C@H:4]([CH2:16][C:17]1[CH:22]=[CH:21][C:20]([C:23]2[C:28]([O:29][CH3:30])=[CH:27][CH:26]=[CH:25][C:24]=2[O:31][CH3:32])=[CH:19][CH:18]=1)[NH:5][C:6](=O)[C:7]1[C:12]([Cl:13])=[CH:11][CH:10]=[CH:9][C:8]=1[Cl:14].COC1C=CC(P2(SP(C3C=CC(OC)=CC=3)(=S)S2)=[S:43])=CC=1.O. Product: [CH3:1][O:2][C:3](=[O:33])[C@H:4]([CH2:16][C:17]1[CH:22]=[CH:21][C:20]([C:23]2[C:28]([O:29][CH3:30])=[CH:27][CH:26]=[CH:25][C:24]=2[O:31][CH3:32])=[CH:19][CH:18]=1)[NH:5][C:6](=[S:43])[C:7]1[C:12]([Cl:13])=[CH:11][CH:10]=[CH:9][C:8]=1[Cl:14]. The catalyst class is: 113.